From a dataset of Forward reaction prediction with 1.9M reactions from USPTO patents (1976-2016). Predict the product of the given reaction. (1) The product is: [O:15]=[C:1]1[C:9]2[C:8]3[CH:10]=[CH:11][CH:12]=[CH:13][C:7]=3[CH:6]=[CH:5][C:4]=2[N:3]([C:16]([O:18][C:19]([CH3:22])([CH3:21])[CH3:20])=[O:17])[C:2]1=[O:14]. Given the reactants [C:1]1(=[O:15])[C:9]2[C:8]3[CH:10]=[CH:11][CH:12]=[CH:13][C:7]=3[CH:6]=[CH:5][C:4]=2[NH:3][C:2]1=[O:14].[C:16](O[C:16]([O:18][C:19]([CH3:22])([CH3:21])[CH3:20])=[O:17])([O:18][C:19]([CH3:22])([CH3:21])[CH3:20])=[O:17].C(#N)C, predict the reaction product. (2) Given the reactants C(OC([N:8]1[CH2:13][CH2:12][C:11](=O)[CH2:10][CH2:9]1)=O)(C)(C)C.[CH3:15][C:16]1[CH:21]=[CH:20][C:19]([CH:22]=[CH:23][N+:24]([O-])=O)=[CH:18][CH:17]=1, predict the reaction product. The product is: [CH2:9]([N:24]1[C:11]2[CH2:10][CH2:9][NH:8][CH2:13][C:12]=2[C:22]([C:19]2[CH:20]=[CH:21][C:16]([CH3:15])=[CH:17][CH:18]=2)=[CH:23]1)[CH2:10][CH2:11][CH3:12]. (3) Given the reactants [CH3:1][C:2]1[CH:3]=[CH:4][CH:5]=[CH:6][C:7]=1[CH3:8].C(O[O:14][C:15]([CH3:18])(C)C)(C)(C)C.[C]=O.[CH2:21]([OH:23])C, predict the reaction product. The product is: [CH3:1][C:2]1[CH:3]=[CH:4][CH:5]=[CH:6][C:7]=1[CH2:8][C:21]([O:14][CH2:15][CH3:18])=[O:23]. (4) Given the reactants [CH2:1]([O:8][C:9]1[C:14](=[O:15])[N:13]([CH3:16])[C:12](S(C)(=O)=O)=[N:11][C:10]=1[C:21]([O:23][CH3:24])=[O:22])[C:2]1[CH:7]=[CH:6][CH:5]=[CH:4][CH:3]=1.CC#[N:27], predict the reaction product. The product is: [CH3:24][O:23][C:21]([C:10]1[N:11]=[C:12]([NH2:27])[N:13]([CH3:16])[C:14](=[O:15])[C:9]=1[O:8][CH2:1][C:2]1[CH:7]=[CH:6][CH:5]=[CH:4][CH:3]=1)=[O:22]. (5) Given the reactants Cl[C:2]1[C:11]2[C:6](=[CH:7][C:8]([F:12])=[CH:9][CH:10]=2)[N:5]=[C:4]([C:13]2[CH:18]=[CH:17][CH:16]=[CH:15][C:14]=2[F:19])[C:3]=1[CH3:20].[NH2:21][C:22]1[CH:29]=[C:28]([N:30]2[CH2:35][CH2:34][O:33][CH2:32][CH2:31]2)[CH:27]=[CH:26][C:23]=1[C:24]#[N:25].Cl.O1CCOCC1, predict the reaction product. The product is: [F:12][C:8]1[CH:7]=[C:6]2[C:11]([C:2]([NH:21][C:22]3[CH:29]=[C:28]([N:30]4[CH2:31][CH2:32][O:33][CH2:34][CH2:35]4)[CH:27]=[CH:26][C:23]=3[C:24]#[N:25])=[C:3]([CH3:20])[C:4]([C:13]3[CH:18]=[CH:17][CH:16]=[CH:15][C:14]=3[F:19])=[N:5]2)=[CH:10][CH:9]=1. (6) Given the reactants O[CH:2]=[C:3]1[C:11]2[C:6](=[CH:7][CH:8]=[CH:9][CH:10]=2)[NH:5][C:4]1=[O:12].[NH2:13][C:14]1[CH:19]=[CH:18][C:17]([S:20]([NH:23][C:24]2[S:25][C:26]([CH3:29])=[N:27][N:28]=2)(=[O:22])=[O:21])=[CH:16][CH:15]=1, predict the reaction product. The product is: [CH3:29][C:26]1[S:25][C:24]([NH:23][S:20]([C:17]2[CH:18]=[CH:19][C:14]([NH:13]/[CH:2]=[C:3]3\[C:4](=[O:12])[NH:5][C:6]4[C:11]\3=[CH:10][CH:9]=[CH:8][CH:7]=4)=[CH:15][CH:16]=2)(=[O:22])=[O:21])=[N:28][N:27]=1.